Dataset: Full USPTO retrosynthesis dataset with 1.9M reactions from patents (1976-2016). Task: Predict the reactants needed to synthesize the given product. (1) The reactants are: [O:1]1[C:5]2[CH:6]=[CH:7][CH:8]=[CH:9][C:4]=2[N:3]=[C:2]1[C:10]1[CH:18]=[CH:17][C:13]([C:14]([OH:16])=O)=[CH:12][CH:11]=1.FC(F)(F)C(O)=O.[CH3:26][NH:27][C@@H:28]1[CH2:32][CH2:31][C@H:30]([C:33]2[O:34][C:35]([CH2:38][CH2:39][CH3:40])=[N:36][N:37]=2)[CH2:29]1.Cl.CN(C)CCCN=C=NCC.ON1C2C=CC=CC=2N=N1.CN1CCOCC1. Given the product [O:1]1[C:5]2[CH:6]=[CH:7][CH:8]=[CH:9][C:4]=2[N:3]=[C:2]1[C:10]1[CH:11]=[CH:12][C:13]([C:14]([N:27]([CH3:26])[C@@H:28]2[CH2:32][CH2:31][C@H:30]([C:33]3[O:34][C:35]([CH2:38][CH2:39][CH3:40])=[N:36][N:37]=3)[CH2:29]2)=[O:16])=[CH:17][CH:18]=1, predict the reactants needed to synthesize it. (2) Given the product [F:11][C:12]1[CH:17]=[CH:16][C:15]([C:18]2[N:22]=[C:21]([NH:23][C:6](=[O:7])[C:5]3[CH:9]=[CH:10][C:2]([I:1])=[CH:3][CH:4]=3)[S:20][N:19]=2)=[CH:14][C:13]=1[C:24]([F:25])([F:26])[F:27], predict the reactants needed to synthesize it. The reactants are: [I:1][C:2]1[CH:10]=[CH:9][C:5]([C:6](Cl)=[O:7])=[CH:4][CH:3]=1.[F:11][C:12]1[CH:17]=[CH:16][C:15]([C:18]2[N:22]=[C:21]([NH2:23])[S:20][N:19]=2)=[CH:14][C:13]=1[C:24]([F:27])([F:26])[F:25]. (3) Given the product [CH2:1]([O:8][C:9](=[O:35])[CH2:10][C@@H:11]([N:24]1[CH:28]=[CH:27][C:26]([C:29]2[CH:30]=[CH:31][C:32]([C:101]3[CH:102]=[CH:103][C:104]([C:107](=[O:109])[NH2:108])=[CH:105][CH:106]=3)=[CH:33][CH:34]=2)=[CH:25]1)[C:12]([NH:14][C@H:15]([C:20](=[O:23])[NH:21][C:22]1[CH:51]=[CH:50][N:49]=[CH:47][CH:46]=1)[C:16]([CH3:19])([CH3:18])[CH3:17])=[O:13])[C:2]1[CH:7]=[CH:6][CH:5]=[CH:4][CH:3]=1, predict the reactants needed to synthesize it. The reactants are: [CH2:1]([O:8][C:9](=[O:35])[CH2:10][C@@H:11]([N:24]1[CH:28]=[CH:27][C:26]([C:29]2[CH:34]=[CH:33][CH:32]=[CH:31][CH:30]=2)=[CH:25]1)[C:12]([NH:14][C@H:15]([C:20](=[O:23])[NH:21][CH3:22])[C:16]([CH3:19])([CH3:18])[CH3:17])=[O:13])[C:2]1[CH:7]=[CH:6][CH:5]=[CH:4][CH:3]=1.C(OC(=O)C[C@@H:46](NC(OC(C)(C)C)=O)[C:47]([NH:49][C@H:50](C(=O)NC1C=CN=CC=1)[C:51](C)(C)C)=O)C1C=CC=CC=1.C(C(NC(=O)[C@H](N1C=CC(C2C=CC([C:101]3[CH:106]=[CH:105][C:104]([C:107](=[O:109])[NH2:108])=[CH:103][CH:102]=3)=CC=2)=C1)CC(O)=O)CO)C1C=CC=CC=1. (4) Given the product [N:12]([CH2:2][C:3]1[N:4]=[CH:5][C:6]([C:9]([OH:11])=[O:10])=[N:7][CH:8]=1)=[N+:13]=[N-:14], predict the reactants needed to synthesize it. The reactants are: Br[CH2:2][C:3]1[N:4]=[CH:5][C:6]([C:9]([OH:11])=[O:10])=[N:7][CH:8]=1.[N-:12]=[N+:13]=[N-:14].[Na+]. (5) Given the product [N:39]1[C:2]2[C:3](=[CH:4][C:5]([NH:8][C:9]([NH:11][C:12]3[CH:27]=[CH:26][C:15]([O:16][C:17]4[CH:22]=[CH:21][N:20]=[C:19]([C:23](=[S:25])[NH2:24])[CH:18]=4)=[CH:14][CH:13]=3)=[O:10])=[CH:6][CH:7]=2)[CH:28]=[CH:35][CH:36]=1, predict the reactants needed to synthesize it. The reactants are: Cl[C:2]1[CH:7]=[CH:6][C:5]([NH:8][C:9]([NH:11][C:12]2[CH:27]=[CH:26][C:15]([O:16][C:17]3[CH:22]=[CH:21][N:20]=[C:19]([C:23](=[S:25])[NH2:24])[CH:18]=3)=[CH:14][CH:13]=2)=[O:10])=[CH:4][C:3]=1[C:28](F)(F)F.ClC1C=C[C:36]([NH:39]C(NC2C=CC(OC3C=CN=C(C#N)C=3)=CC=2)=O)=[CH:35]C=1C(F)(F)F. (6) The reactants are: [C:1]1([OH:15])[C:14]2[S:13][C:12]3[C:7](=[CH:8][CH:9]=[CH:10][CH:11]=3)[S:6][C:5]=2[CH:4]=[CH:3][CH:2]=1.[Br:16]Br.O. Given the product [Br:16][C:4]1[C:5]2[S:6][C:7]3[C:12](=[CH:11][CH:10]=[CH:9][CH:8]=3)[S:13][C:14]=2[C:1]([OH:15])=[CH:2][CH:3]=1, predict the reactants needed to synthesize it. (7) Given the product [CH2:1]([N:8]1[C:12]([CH3:13])=[C:11]([Br:21])[C:10]([C:14]#[N:15])=[N:9]1)[C:2]1[CH:3]=[CH:4][CH:5]=[CH:6][CH:7]=1, predict the reactants needed to synthesize it. The reactants are: [CH2:1]([N:8]1[C:12]([CH3:13])=[CH:11][C:10]([C:14]#[N:15])=[N:9]1)[C:2]1[CH:7]=[CH:6][CH:5]=[CH:4][CH:3]=1.C([O-])(=O)C.[K+].[Br:21]Br.C(=O)([O-])[O-].[Na+].[Na+]. (8) The reactants are: Br[C:2]1[CH:3]=[C:4]2[C:9](=[CH:10][CH:11]=1)[NH:8][C:7](=[O:12])[N:6]([CH3:13])[CH:5]2[C:14]1[CH:19]=[CH:18][C:17]([Cl:20])=[CH:16][CH:15]=1.[CH3:21][C:22]1[C:26](B(O)O)=[C:25]([CH3:30])[O:24][N:23]=1.C([O-])([O-])=O.[Na+].[Na+]. Given the product [Cl:20][C:17]1[CH:18]=[CH:19][C:14]([CH:5]2[C:4]3[C:9](=[CH:10][CH:11]=[C:2]([C:26]4[C:22]([CH3:21])=[N:23][O:24][C:25]=4[CH3:30])[CH:3]=3)[NH:8][C:7](=[O:12])[N:6]2[CH3:13])=[CH:15][CH:16]=1, predict the reactants needed to synthesize it. (9) Given the product [C:14]1([S:20]([N:8]2[C:5]3=[N:6][CH:7]=[C:2]([Cl:1])[CH:3]=[C:4]3[C:10]([I:11])=[CH:9]2)(=[O:22])=[O:21])[CH:19]=[CH:18][CH:17]=[CH:16][CH:15]=1, predict the reactants needed to synthesize it. The reactants are: [Cl:1][C:2]1[CH:3]=[C:4]2[C:10]([I:11])=[CH:9][NH:8][C:5]2=[N:6][CH:7]=1.[H-].[Na+].[C:14]1([S:20](Cl)(=[O:22])=[O:21])[CH:19]=[CH:18][CH:17]=[CH:16][CH:15]=1. (10) Given the product [CH2:10]([C:12]1[C:13]([O:34][C@H:39]2[C@@H:44]3[O:45][C:46](=[O:48])[O:47][C@@H:43]3[C@@H:42]([O:49][CH3:50])[C:41]([CH3:52])([CH3:51])[O:40]2)=[CH:14][CH:15]=[C:16]2[C:21]=1[O:20][C:19](=[O:22])[C:18]([NH:23][C:24](=[O:33])[O:25][CH2:26][C:27]1[CH:32]=[CH:31][CH:30]=[CH:29][CH:28]=1)=[CH:17]2)[CH3:11], predict the reactants needed to synthesize it. The reactants are: B(F)(F)F.CCOCC.[CH2:10]([C:12]1[C:13]([OH:34])=[CH:14][CH:15]=[C:16]2[C:21]=1[O:20][C:19](=[O:22])[C:18]([NH:23][C:24](=[O:33])[O:25][CH2:26][C:27]1[CH:32]=[CH:31][CH:30]=[CH:29][CH:28]=1)=[CH:17]2)[CH3:11].ClC(Cl)(Cl)C(=N)O[C@H:39]1[C@@H:44]2[O:45][C:46](=[O:48])[O:47][C@@H:43]2[C@@H:42]([O:49][CH3:50])[C:41]([CH3:52])([CH3:51])[O:40]1.C(N(CC)CC)C.